This data is from Catalyst prediction with 721,799 reactions and 888 catalyst types from USPTO. The task is: Predict which catalyst facilitates the given reaction. (1) Reactant: [CH2:1]1[C:9]2[C:4](=[CH:5][CH:6]=[CH:7][C:8]=2[O:10][CH2:11][C@@H:12]2[O:17][CH2:16][CH2:15][N:14](C(OC(C)(C)C)=O)[CH2:13]2)[CH:3]=[CH:2]1.[C:25]1([S:31]([OH:34])(=[O:33])=[O:32])[CH:30]=[CH:29][CH:28]=[CH:27][CH:26]=1. Product: [C:25]1([S:31]([OH:34])(=[O:33])=[O:32])[CH:30]=[CH:29][CH:28]=[CH:27][CH:26]=1.[CH2:1]1[C:9]2[C:4](=[CH:5][CH:6]=[CH:7][C:8]=2[O:10][CH2:11][C@@H:12]2[O:17][CH2:16][CH2:15][NH:14][CH2:13]2)[CH:3]=[CH:2]1. The catalyst class is: 13. (2) The catalyst class is: 5. Reactant: [Cl:1][C:2]1[CH:3]=[C:4]2[C:9](=[CH:10][C:11]=1[O:12][C:13]1[CH:18]=[CH:17][C:16]([C:19](=[O:34])[NH:20][CH:21]3[CH2:26][CH2:25][CH2:24][CH:23]([C:27]4[CH:32]=[CH:31][C:30]([Cl:33])=[CH:29][CH:28]=4)[CH2:22]3)=[CH:15][CH:14]=1)[O:8][CH2:7][CH2:6][CH:5]2[C:35]([OH:37])=[O:36].C[O-].[Na+:40]. Product: [Cl:1][C:2]1[CH:3]=[C:4]2[C:9](=[CH:10][C:11]=1[O:12][C:13]1[CH:14]=[CH:15][C:16]([C:19](=[O:34])[NH:20][CH:21]3[CH2:26][CH2:25][CH2:24][CH:23]([C:27]4[CH:28]=[CH:29][C:30]([Cl:33])=[CH:31][CH:32]=4)[CH2:22]3)=[CH:17][CH:18]=1)[O:8][CH2:7][CH2:6][CH:5]2[C:35]([O-:37])=[O:36].[Na+:40].